Dataset: Experimentally validated miRNA-target interactions with 360,000+ pairs, plus equal number of negative samples. Task: Binary Classification. Given a miRNA mature sequence and a target amino acid sequence, predict their likelihood of interaction. (1) The miRNA is mmu-miR-669i with sequence UGCAUAUACACACAUGCAUAC. The protein sequence of the target gene is MWLSPSLLLLILPGYSIAAKITGPTTVNGSEQGSLTVQCAYGSGWETYLKWRCQGADWNYCNILVKTNGSEQEVKKNRVSIRDNQKNHVFTVTMENLKRDDADSYWCGTERPGIDLGVKVQVTINPGTQTAVSEWTTTTASLAFTAAATQKTSSPLTRSPLKSTHFLFLFLLELPLLLSMLGTVLWVNRPQRRS. Result: 0 (no interaction). (2) The miRNA is hsa-miR-3606-3p with sequence AAAAUUUCUUUCACUACUUAG. The protein sequence of the target gene is MGSGTSTQHHFAFQNAERAFKAAALIQRWYRRYVARLEMRRRCTWSIFQSIEYAGQQDQVKLHDFFSYLMDHFIPSSHNDRDFLTRIFTEDRFAQDSEMKKCSDYESIEVPDSYTGPRLSFPLLPDHATALVEAFRLKQQLHARYVLNLLYETKKHLVQLPNINRVSTCYSEEITVCGDLHGQLDDLIFIFYKNGLPSPERSYVFNGDFVDRGKDSVEILMILFAFMLVYPKEFHLNRGNHEDHMVNLRYGFTKEVMNKYKVHGKEILRTLQDVFCWLPLATLIDEKVLILHGGVSDITD.... Result: 0 (no interaction). (3) The miRNA is mmu-miR-27b-3p with sequence UUCACAGUGGCUAAGUUCUGC. The protein sequence of the target gene is MLSRTVSSLSRVAPQTLGAVNAASSRQYSITAPRPPTELNQKLKVTIIPGDGVGPELIYTVQDIVKQTGIPIEFEEIFLSEVHYTRSSSIENAVESIGRNNNVALKGAIEESAVLHTEGELQGLNMRLRRSLDLFANVVHIKTLDGIKTRHGKQLDFVIVREQTEGEYSSLEHELVPGVIECLKISTRTKAERIAKFAFDYATKTGRKKVTAVHKANIMKLGDGLFLRTCEGVAKQYPKIQFESMIIDNTCMQLVSKPEQFDVMVMPNLYGNIIDNLAAGLVGGAGVVPGQSVGRDFVIF.... Result: 0 (no interaction). (4) The miRNA is hsa-miR-550a-3p with sequence UGUCUUACUCCCUCAGGCACAU. The protein sequence of the target gene is MSEEEAAQIPRSSVWEQDQQNVVQRVVALPLVRATCTAVCDVYSAAKDRHPLLGSACRLAENCVCGLTTRALDHAQPLLEHLQPQLATMNSLACRGLDKLEEKLPFLQQPSETVVTSAKDVVASSVTGVVDLARRGRRWSVELKRSVSHAVDVVLEKSEELVDHFLPMTEEELAALAAEAEGPEVGSVEDQRRQQGYFVRLGSLSARIRHLAYEHSVGKLRQSKHRAQDTLAQLQETLELIDHMQCGVTPTAPACPGKVHELWGEWGQRPPESRRRSQAELETLVLSRSLTQELQGTVEA.... Result: 0 (no interaction). (5) The miRNA is cel-miR-63-3p with sequence UAUGACACUGAAGCGAGUUGGAAA. The protein sequence of the target gene is MAASQGGGGNSGGGGCGGGGSSGGCGTAGGGGGGAGGGGGGGGGTLVVPIPVPTLFGQPFPNGPPWNPGSLQPQHTVRSLDRALEEAGSSGILSLSGRKLRDFPGSGYDLTDTTQADLSRNRFTEIPSDVWLFAPLETLNLYHNCIKTIPEAIKNLQMLTYLNISRNLLSTLPKYLFDLPLKVLVVSNNKLVSIPEEIGKLKDLMELDISCNEIQVLPQQMGKLHSLRELNIRRNNLHVLPDELGDLPLVKLDFSCNKVTEIPVCYRKLHHLQVIILDNNPLQVPPAQICLKGKVHIFKY.... Result: 0 (no interaction). (6) The miRNA is hsa-miR-371a-3p with sequence AAGUGCCGCCAUCUUUUGAGUGU. The protein sequence of the target gene is MGVSKLDILYRRLLLTKLFIRGWGRPEDLKRLFEFRKMIGNRERCQNLVSSDYPVHIDKVEEQSDCKILDGHFVSPMAHYVPGIMPIESVVARFQFIVPKEWNSRYRPVCIHLAGTGDHHYWRRRTLMARPMIKEARMASLLLENPYYGCRKPKDQVRSSLKNVSDLFVMGGALILESAALLHWLEREGYGPLGMTGISMGGHMASLAVSNWPKPMPLIPCLSWSTASGVFTTGVLSKSINWRELEKQYYTQTVYEEEIIHMLEYCGTDSFKMGHEFMNHLPSNADKLTNLNLVSRTLNL.... Result: 0 (no interaction). (7) The miRNA is hsa-miR-22-5p with sequence AGUUCUUCAGUGGCAAGCUUUA. The protein sequence of the target gene is MPGLWRQRLPSAWALLLLPFLPLLMPAAPAAHRGSYKPVIVVHGLFDSSYSFRHLLDYINETHTGTVVTVLDLFDGRESLRPLWEQVQGFREAVVPIMEKAPEGVHLICYSQGGLVCRALLSVMDNHNVDSFISLSSPQMGQYGDTDYLKWLFPTSMRSNLYRVCYSPWGQEFSICNYWHDPHHDDLYLNASSFLALINGERDHPNATAWRKNFLRVGRLVLIGGPDDGVITPWQSSFFGFYDANETVLEMEEQPVYLRDSFGLKTLLARGAIVRCPMAGISHTTWHSNRTLYDTCIEPW.... Result: 0 (no interaction). (8) The miRNA is hsa-miR-135a-3p with sequence UAUAGGGAUUGGAGCCGUGGCG. The protein sequence of the target gene is MAATAAEVAASGSGEAREEAEAPGPAWDESQLRSYSFPTRPIPRLSQSDPRAEELIENEEPVVLTDTNLVYPALKWDLEYLQENIGNGDFSVYSASTHKFLYYDEKKMGNFQNFKPRSNREEIKFHEFVEKLQAIQQRGGEERLYLQQTLNDTVGRKIVMDFLGFNWNWINKQQGKRGWGQLTSNLLLIGMEGNVTPAHYDEQQNFFAQIKGHKRCILFPPDQFECLYPYPVHHPCDRQSQVDFDNPDYERFPNFRNVVGYETVVGPGDVLYIPMYWWHHIESLLNGGITITVNFWYKGA.... Result: 0 (no interaction). (9) The miRNA is hsa-miR-19a-5p with sequence AGUUUUGCAUAGUUGCACUACA. The protein sequence of the target gene is MFVPCGESAPDLAGFTLLMPAVSVGNVGQLAMDLIISTLNMSKIGYFYTDCLVPMVGNNPYATTEGNSTELSINAEVYSLPSRKLVALQLRSIFIKYKSKPFCEKLLSWVKSSGCARVIVLSSSHSYQRNDLQLRSTPFRYLLTPSMQKSVQNKIKSLNWEEMEKSRCIPEIDDSEFCIRIPGGGITKTLYDESCSKEIQMAVLLKFVSEGDNIPDALGLVEYLNEWLQILKPLSDDPTVSASRWKIPSSWRLLFGSGLPPALF. Result: 1 (interaction). (10) The miRNA is hsa-miR-4488 with sequence AGGGGGCGGGCUCCGGCG. The protein sequence of the target gene is MDKLNKITVPASQKLRQLQKMVHDIKNNEGGIMNKIKKLKVKAPPSVPRRDYASESPADEEEQWSDDFDSDYENPDEHSDSEMYVMPAEENADDSYEPPPVEQETRPVHPALPFARGEYIDNRSSQRHSPPFSKTLPSKPSWPSEKARLTSTLPALTALQKPQVPPKPKGLLEDEADYVVPVEDNDENYIHPTESSSPPPEKAPMVNRSTKPNSSTPASPPGTASGRNSGAWETKSPPPAAPSPLPRAGKKPTTPLKTTPVASQQNASSVCEEKPIPAERHRGSSHRQEAVQSPVFPPAQ.... Result: 0 (no interaction).